This data is from Forward reaction prediction with 1.9M reactions from USPTO patents (1976-2016). The task is: Predict the product of the given reaction. (1) The product is: [O:3]=[C:4]1[C:13]([CH:14]2[CH2:15][CH2:16][N:17]([C:20]([O:22][C@@H:23]([C:43]3[O:47][NH:46][CH:45]([CH2:48][OH:49])[N:44]=3)[CH2:24][C:25]3[CH:33]=[C:32]([CH3:34])[C:31]4[C:27](=[CH:28][N:29]([CH2:35][O:36][CH2:37][CH2:38][Si:39]([CH3:40])([CH3:42])[CH3:41])[N:30]=4)[CH:26]=3)=[O:21])[CH2:18][CH2:19]2)=[CH:12][C:11]2[C:6](=[CH:7][CH:8]=[CH:9][CH:10]=2)[NH:5]1. Given the reactants [BH4-].[Li+].[O:3]=[C:4]1[C:13]([CH:14]2[CH2:19][CH2:18][N:17]([C:20]([O:22][C@@H:23]([C:43]3[O:47][N:46]=[C:45]([C:48](OCC)=[O:49])[N:44]=3)[CH2:24][C:25]3[CH:33]=[C:32]([CH3:34])[C:31]4[C:27](=[CH:28][N:29]([CH2:35][O:36][CH2:37][CH2:38][Si:39]([CH3:42])([CH3:41])[CH3:40])[N:30]=4)[CH:26]=3)=[O:21])[CH2:16][CH2:15]2)=[CH:12][C:11]2[C:6](=[CH:7][CH:8]=[CH:9][CH:10]=2)[NH:5]1, predict the reaction product. (2) Given the reactants ClC1C(F)=CC(F)=C(C=1)C(NS(C)(=O)=O)=O.[Cl:17][C:18]1[C:19](F)=[CH:20][C:21]([F:33])=[C:22]([CH:32]=1)[C:23]([NH:25][S:26](=[O:31])(=[O:30])[N:27]([CH3:29])[CH3:28])=[O:24].[C:35]12([CH2:45][OH:46])[CH2:44][CH:39]3[CH2:40][CH:41]([CH2:43]C(C3)C1)[CH2:42]2.C12CC(CC1)CC2CO, predict the reaction product. The product is: [CH:44]12[CH2:43][CH:41]([CH2:40][CH2:39]1)[CH2:42][CH:35]2[CH2:45][O:46][C:19]1[C:18]([Cl:17])=[CH:32][C:22]([C:23]([NH:25][S:26](=[O:31])(=[O:30])[N:27]([CH3:29])[CH3:28])=[O:24])=[C:21]([F:33])[CH:20]=1. (3) Given the reactants C(C1C=C(C)C=C(C)C=1O)(C)(C)C.[C:14]([C:18]1[CH:23]=[C:22]([CH2:24]C)[CH:21]=[C:20]([C:26]([CH3:29])([CH3:28])[CH3:27])[C:19]=1[OH:30])([CH3:17])([CH3:16])[CH3:15].C(C1C=C(CCCC)C=C(C(C)(C)C)C=1O)(C)(C)C.C(C1C=C(CC(C)C)C=C(C(C)(C)C)C=1O)(C)(C)C.C1(C2C=C(C)C=C(C3CCCC3)C=2O)CCCC1.C(C1C=C(C)C=C(CCCCCCCCCCCCCCCCCC)C=1O)CCCCCCCCCCCCCCCCC.C(C1C=C(COC)C=C(C(C)(C)C)C=1O)(C)(C)C, predict the reaction product. The product is: [C:26]([C:20]1[CH:21]=[C:22]([CH3:24])[CH:23]=[C:18]([C:14]([CH3:17])([CH3:16])[CH3:15])[C:19]=1[OH:30])([CH3:29])([CH3:28])[CH3:27]. (4) The product is: [Cl:1][C:2]1[CH:11]=[CH:10][C:5]2[NH:6][C:7]([SH:9])=[N:8][C:4]=2[C:15]=1[C:14]([OH:17])=[O:16]. Given the reactants [Cl:1][C:2]1[CH:11]=[CH:10][C:5]2[NH:6][C:7]([SH:9])=[N:8][C:4]=2C=1C#N.[CH2:14]([OH:16])[CH3:15].[OH-:17].[Na+], predict the reaction product. (5) Given the reactants [F:1][C:2]1[CH:15]=[CH:14][C:5]([CH2:6][C:7]2[C:8]([CH3:13])=[N:9][NH:10][C:11]=2[CH3:12])=[CH:4][CH:3]=1.[H-].[Na+].F[C:19]1[CH:26]=[CH:25][C:22]([C:23]#[N:24])=[CH:21][CH:20]=1.[Cl-].[NH4+], predict the reaction product. The product is: [F:1][C:2]1[CH:15]=[CH:14][C:5]([CH2:6][C:7]2[C:11]([CH3:12])=[N:10][N:9]([C:19]3[CH:26]=[CH:25][C:22]([C:23]#[N:24])=[CH:21][CH:20]=3)[C:8]=2[CH3:13])=[CH:4][CH:3]=1. (6) Given the reactants [NH2:1][CH2:2][C@H:3]([OH:13])[CH2:4][N:5]1[CH:9]=[CH:8][C:7]([N+:10]([O-:12])=[O:11])=[N:6]1.[C:14](=O)(OC1C=CC=CN=1)[O:15]C1C=CC=CN=1, predict the reaction product. The product is: [N+:10]([C:7]1[CH:8]=[CH:9][N:5]([CH2:4][C@H:3]2[O:13][C:14](=[O:15])[NH:1][CH2:2]2)[N:6]=1)([O-:12])=[O:11]. (7) Given the reactants [F:1][C:2]([F:31])([O:6][C:7]1[CH:12]=[CH:11][C:10]([N:13]2[CH2:18][CH2:17][N:16]([S:19]([CH2:22][CH:23]([CH:25]3[CH2:30][CH2:29][O:28][CH2:27][CH2:26]3)O)(=[O:21])=[O:20])[CH2:15][CH2:14]2)=[CH:9][CH:8]=1)[CH:3]([F:5])[F:4].C(N(CC)CC)C.CS(Cl)(=O)=O.O, predict the reaction product. The product is: [F:31][C:2]([F:1])([O:6][C:7]1[CH:8]=[CH:9][C:10]([N:13]2[CH2:18][CH2:17][N:16]([S:19](/[CH:22]=[CH:23]/[CH:25]3[CH2:30][CH2:29][O:28][CH2:27][CH2:26]3)(=[O:20])=[O:21])[CH2:15][CH2:14]2)=[CH:11][CH:12]=1)[CH:3]([F:4])[F:5]. (8) Given the reactants C(OC(=O)[NH:7][CH:8]([C:13]1[CH:18]=[CH:17][C:16]([O:19][C:20]([F:23])([F:22])[F:21])=[CH:15][CH:14]=1)[C:9]([OH:12])([CH3:11])[CH3:10])(C)(C)C.[ClH:25].C(OCC)(=O)C, predict the reaction product. The product is: [ClH:25].[NH2:7][CH:8]([C:13]1[CH:18]=[CH:17][C:16]([O:19][C:20]([F:21])([F:22])[F:23])=[CH:15][CH:14]=1)[C:9]([CH3:11])([OH:12])[CH3:10]. (9) Given the reactants [CH3:1][O:2][C:3]1[CH:4]=[C:5]2[C:10](=[CH:11][CH:12]=1)[CH:9]=[C:8]([C@H:13]([CH3:17])[C:14]([OH:16])=[O:15])[CH:7]=[CH:6]2.[S:18]([CH2:22][CH2:23]O)[CH2:19][CH2:20][OH:21].Cl.CN(C)CCCN=C=NCC.CCOCC.CCCCCC, predict the reaction product. The product is: [CH3:1][O:2][C:3]1[CH:4]=[C:5]2[C:10](=[CH:11][CH:12]=1)[CH:9]=[C:8]([C@H:13]([CH3:17])[C:14]([O:16][CH2:23][CH2:22][S:18][CH2:19][CH2:20][OH:21])=[O:15])[CH:7]=[CH:6]2.